From a dataset of Experimentally validated miRNA-target interactions with 360,000+ pairs, plus equal number of negative samples. Binary Classification. Given a miRNA mature sequence and a target amino acid sequence, predict their likelihood of interaction. (1) The miRNA is mmu-miR-1941-3p with sequence CAUCUUAGCAGUAUCUCCCAU. The protein sequence of the target gene is MMPTPVILLKEGTDSSQGIPQLVSNISACQVIAEAVRTTLGPRGMDKLIVDGRGKATISNDGATILKLLDVVHPAAKTLVDIAKSQDAEVGDGTTSVTLLAAEFLKQVKPYVEEGLHPQIIIRAFRTATQLAVNKIKEIAVTVKKQDKVEQRKMLEKCAMTALSSKLISQQKVFFAKMVVDAVMMLDELLQLKMIGIKKVQGGALEESQLVAGVAFKKTFSYAGFEMQPKKYKNPKIALLNVELELKAEKDNAEIRVHTVEDYQAIVDAEWNILYDKLEKIHQSGAKVILSKLPIGDVAT.... Result: 0 (no interaction). (2) The miRNA is hsa-miR-4302 with sequence CCAGUGUGGCUCAGCGAG. The protein sequence of the target gene is MAEDLDELLDEVESKFCTPDLLRRGMVEQPKGCGGGTHSSDRNQAKAKETLRSTETFKKEDDLDSLINEILEEPNLDKKPSKLKSKSSGNTSVRASIEGLGKSCSPVYLGGSSIPCGIGTNISWRACDHLRCIACDFLVVSYDDYMWDKSCDYLFFRNNMPEFHKLKAKLIKKKGTRAYACQCSWRTIEEVTDLQTDHQLRWVCGKH. Result: 1 (interaction).